From a dataset of Catalyst prediction with 721,799 reactions and 888 catalyst types from USPTO. Predict which catalyst facilitates the given reaction. (1) Reactant: [CH3:1][C:2]1[CH:7]=[CH:6][N:5]=[C:4]([C:8]#[N:9])[CH:3]=1.C1C=C(Cl)C=C(C(OO)=[O:18])C=1. Product: [C:8]([C:4]1[CH:3]=[C:2]([CH3:1])[CH:7]=[CH:6][N+:5]=1[O-:18])#[N:9]. The catalyst class is: 2. (2) Reactant: [Cl:1][C:2]1[N:7]=[C:6]([C:8]([O:10][CH3:11])=[O:9])[CH:5]=[C:4](Cl)[N:3]=1.[F:13][C:14]1[CH:21]=[C:20]([F:22])[CH:19]=[CH:18][C:15]=1[CH2:16][NH2:17].C(N(CC)CC)C. Product: [CH3:11][O:10][C:8]([C:6]1[CH:5]=[C:4]([NH:17][CH2:16][C:15]2[CH:18]=[CH:19][C:20]([F:22])=[CH:21][C:14]=2[F:13])[N:3]=[C:2]([Cl:1])[N:7]=1)=[O:9]. The catalyst class is: 5. (3) Reactant: C(OC(=O)[NH:7][C@@H:8]([C:13]1[CH:18]=[CH:17][CH:16]=[C:15]([Br:19])[CH:14]=1)[CH2:9][N:10]=[N+:11]=[N-:12])(C)(C)C.C(O)(C(F)(F)F)=O.C(Cl)Cl.[OH-].[Na+]. Product: [N:10]([CH2:9][C@@H:8]([NH2:7])[C:13]1[CH:18]=[CH:17][CH:16]=[C:15]([Br:19])[CH:14]=1)=[N+:11]=[N-:12]. The catalyst class is: 4. (4) Reactant: [F:1][C:2]([F:12])([F:11])[O:3][C:4]1[CH:5]=[C:6]([OH:10])[CH:7]=[CH:8][CH:9]=1.S(=O)(=O)(O)O.O[CH2:19][NH:20][C:21](=[O:24])[CH2:22][Cl:23].[OH-].[K+]. Product: [Cl:23][CH2:22][C:21]([NH:20][CH2:19][C:7]1[CH:8]=[CH:9][C:4]([O:3][C:2]([F:11])([F:12])[F:1])=[CH:5][C:6]=1[OH:10])=[O:24]. The catalyst class is: 15. (5) Reactant: [OH-].[Na+].[C:3]([O:7][C@@H:8]([C:15]1[C:16]([CH3:45])=[N:17][C:18]([CH3:44])=[C:19]([C:28]2[CH:33]=[CH:32][C:31]([O:34][CH2:35][CH2:36][C:37]3[CH:42]=[CH:41][C:40]([F:43])=[CH:39][CH:38]=3)=[CH:30][CH:29]=2)[C:20]=1[N:21]1[CH2:26][CH2:25][CH:24]([CH3:27])[CH2:23][CH2:22]1)[C:9]([O:11]C(C)C)=[O:10])([CH3:6])([CH3:5])[CH3:4].Cl. Product: [C:3]([O:7][C@@H:8]([C:15]1[C:16]([CH3:45])=[N:17][C:18]([CH3:44])=[C:19]([C:28]2[CH:29]=[CH:30][C:31]([O:34][CH2:35][CH2:36][C:37]3[CH:42]=[CH:41][C:40]([F:43])=[CH:39][CH:38]=3)=[CH:32][CH:33]=2)[C:20]=1[N:21]1[CH2:26][CH2:25][CH:24]([CH3:27])[CH2:23][CH2:22]1)[C:9]([OH:11])=[O:10])([CH3:6])([CH3:5])[CH3:4]. The catalyst class is: 8. (6) Reactant: [OH:1][C@H:2]1[CH2:7][CH2:6][C@H:5]([NH:8][C:9]2[N:18]=[CH:17][C:16]3[C:11](=[CH:12][C:13]([C:19]([OH:21])=O)=[CH:14][CH:15]=3)[N:10]=2)[CH2:4][CH2:3]1.C[CH2:23][N:24]=C=NCCCN(C)C.Cl.C1C=CC2N(O)N=NC=2C=1.CN1CCOCC1.CN. Product: [OH:1][C@H:2]1[CH2:3][CH2:4][C@H:5]([NH:8][C:9]2[N:18]=[CH:17][C:16]3[C:11](=[CH:12][C:13]([C:19]([NH:24][CH3:23])=[O:21])=[CH:14][CH:15]=3)[N:10]=2)[CH2:6][CH2:7]1. The catalyst class is: 3. (7) Reactant: [CH2:1]1[C:10]2[C:5](=[CH:6][CH:7]=[CH:8][CH:9]=2)[CH2:4][CH2:3][N:2]1[CH2:11][CH:12]([OH:28])[CH2:13][N:14]1[CH2:19][CH2:18][N:17](C(OC(C)(C)C)=O)[CH2:16][C:15]1=[O:27].Cl.C(OCC)(=O)C. Product: [CH2:1]1[C:10]2[C:5](=[CH:6][CH:7]=[CH:8][CH:9]=2)[CH2:4][CH2:3][N:2]1[CH2:11][CH:12]([OH:28])[CH2:13][N:14]1[CH2:19][CH2:18][NH:17][CH2:16][C:15]1=[O:27]. The catalyst class is: 13. (8) Reactant: F[C:2]1[CH:9]=[CH:8][C:5]([CH:6]=[O:7])=[CH:4][C:3]=1[N+:10]([O-:12])=[O:11].CCN(C(C)C)C(C)C.[NH2:22][CH:23]1[CH2:28][CH2:27][CH2:26][N:25]([C:29]([O:31][C:32]([CH3:35])([CH3:34])[CH3:33])=[O:30])[CH2:24]1. Product: [CH:6]([C:5]1[CH:8]=[CH:9][C:2]([NH:22][CH:23]2[CH2:28][CH2:27][CH2:26][N:25]([C:29]([O:31][C:32]([CH3:35])([CH3:34])[CH3:33])=[O:30])[CH2:24]2)=[C:3]([N+:10]([O-:12])=[O:11])[CH:4]=1)=[O:7]. The catalyst class is: 47. (9) Reactant: [C:1](Cl)(=[O:4])[CH:2]=[CH2:3].[CH3:6][N:7]1[C:11]2=[N:12][CH:13]=[CH:14][CH:15]=[C:10]2[C:9](CNC)=[CH:8]1.[CH2:19]([N:21](CC)[CH2:22]C)C. Product: [CH3:19][N:21]([CH2:22][C:8]1[N:7]([CH3:6])[C:11]2=[N:12][CH:13]=[CH:14][CH:15]=[C:10]2[CH:9]=1)[C:1](=[O:4])[CH:2]=[CH2:3]. The catalyst class is: 2. (10) Reactant: [CH2:1]([O:3][C:4]([CH:6]=[C:7]1[CH2:27][CH2:26][C:10]2([CH2:15][CH2:14][N:13](C(OCC3C=CC=CC=3)=O)[CH2:12][CH2:11]2)[CH:9]=[CH:8]1)=[O:5])[CH3:2].[H][H]. The catalyst class is: 8. Product: [CH2:15]1[C:10]2([CH2:26][CH2:27][CH:7]([CH2:6][C:4]([O:3][CH2:1][CH3:2])=[O:5])[CH2:8][CH2:9]2)[CH2:11][CH2:12][NH:13][CH2:14]1.